This data is from Buchwald-Hartwig C-N cross coupling reaction yields with 55,370 reactions. The task is: Predict the reaction yield, written as a fraction of the theoretical maximum amount of product (1.0 means a 100% yield; for example, 0.34 means a 34% yield). (1) No catalyst specified. The reactants are CCc1ccc(Cl)cc1.Cc1ccc(N)cc1.O=S(=O)(O[Pd]1c2ccccc2-c2ccccc2N~1)C(F)(F)F.COc1ccc(OC)c(P([C@]23C[C@H]4C[C@H](C[C@H](C4)C2)C3)[C@]23C[C@H]4C[C@H](C[C@H](C4)C2)C3)c1-c1c(C(C)C)cc(C(C)C)cc1C(C)C.CN(C)C(=NC(C)(C)C)N(C)C.Cc1cc(-n2cccc2)no1. The yield is 0.0167. The product is CCc1ccc(Nc2ccc(C)cc2)cc1. (2) The reactants are COc1ccc(Cl)cc1.Cc1ccc(N)cc1.O=S(=O)(O[Pd]1c2ccccc2-c2ccccc2N~1)C(F)(F)F.CC(C)c1cc(C(C)C)c(-c2ccccc2P(C2CCCCC2)C2CCCCC2)c(C(C)C)c1.CCN=P(N=P(N(C)C)(N(C)C)N(C)C)(N(C)C)N(C)C.COC(=O)c1cc(-c2ccco2)on1. No catalyst specified. The product is COc1ccc(Nc2ccc(C)cc2)cc1. The yield is 0. (3) The reactants are COc1ccc(I)cc1.Cc1ccc(N)cc1.O=S(=O)(O[Pd]1c2ccccc2-c2ccccc2N~1)C(F)(F)F.CC(C)c1cc(C(C)C)c(-c2ccccc2P(C(C)(C)C)C(C)(C)C)c(C(C)C)c1.CCN=P(N=P(N(C)C)(N(C)C)N(C)C)(N(C)C)N(C)C.Cc1ccon1. No catalyst specified. The product is COc1ccc(Nc2ccc(C)cc2)cc1. The yield is 0.493. (4) The reactants are Clc1ccccn1.Cc1ccc(N)cc1.O=S(=O)(O[Pd]1c2ccccc2-c2ccccc2N~1)C(F)(F)F.CC(C)c1cc(C(C)C)c(-c2ccccc2P(C2CCCCC2)C2CCCCC2)c(C(C)C)c1.CCN=P(N=P(N(C)C)(N(C)C)N(C)C)(N(C)C)N(C)C.c1ccc(-c2ccno2)cc1. No catalyst specified. The product is Cc1ccc(Nc2ccccn2)cc1. The yield is 0.0947. (5) The reactants are CCc1ccc(Cl)cc1.Cc1ccc(N)cc1.O=S(=O)(O[Pd]1c2ccccc2-c2ccccc2N~1)C(F)(F)F.CC(C)c1cc(C(C)C)c(-c2ccccc2P(C2CCCCC2)C2CCCCC2)c(C(C)C)c1.CCN=P(N=P(N(C)C)(N(C)C)N(C)C)(N(C)C)N(C)C.Cc1ccon1. No catalyst specified. The product is CCc1ccc(Nc2ccc(C)cc2)cc1. The yield is 0.0411. (6) The reactants are Clc1cccnc1.Cc1ccc(N)cc1.O=S(=O)(O[Pd]1c2ccccc2-c2ccccc2N~1)C(F)(F)F.COc1ccc(OC)c(P(C(C)(C)C)C(C)(C)C)c1-c1c(C(C)C)cc(C(C)C)cc1C(C)C.CN(C)C(=NC(C)(C)C)N(C)C.Cc1ccno1. No catalyst specified. The product is Cc1ccc(Nc2cccnc2)cc1. The yield is 0.0355. (7) The reactants are Clc1cccnc1.Cc1ccc(N)cc1.O=S(=O)(O[Pd]1c2ccccc2-c2ccccc2N~1)C(F)(F)F.COc1ccc(OC)c(P(C(C)(C)C)C(C)(C)C)c1-c1c(C(C)C)cc(C(C)C)cc1C(C)C.CCN=P(N=P(N(C)C)(N(C)C)N(C)C)(N(C)C)N(C)C.COC(=O)c1ccno1. No catalyst specified. The product is Cc1ccc(Nc2cccnc2)cc1. The yield is 0.0737.